This data is from Catalyst prediction with 721,799 reactions and 888 catalyst types from USPTO. The task is: Predict which catalyst facilitates the given reaction. (1) Reactant: N1C=CC=CC=1.[NH2:7][C:8]1[CH:17]=[CH:16][C:11]([C:12]([O:14][CH3:15])=[O:13])=[C:10]([Cl:18])[CH:9]=1.[CH3:19][N:20]([CH3:25])[S:21](Cl)(=[O:23])=[O:22]. Product: [CH3:19][N:20]([CH3:25])[S:21]([NH:7][C:8]1[CH:17]=[CH:16][C:11]([C:12]([O:14][CH3:15])=[O:13])=[C:10]([Cl:18])[CH:9]=1)(=[O:23])=[O:22]. The catalyst class is: 64. (2) Reactant: [N+:1]([C:4]1[CH:9]=[CH:8][C:7](B2OC(C)(C)C(C)(C)O2)=[CH:6][C:5]=1[NH:19][C:20]([N:22]1[CH2:26][CH2:25][CH2:24][CH2:23]1)=[O:21])([O-:3])=[O:2].C(=O)(O)[O-].[Na+].Br[C:33]1[CH:38]=[N:37][CH:36]=[CH:35][N:34]=1. Product: [N+:1]([C:4]1[CH:9]=[CH:8][C:7]([C:33]2[CH:38]=[N:37][CH:36]=[CH:35][N:34]=2)=[CH:6][C:5]=1[NH:19][C:20]([N:22]1[CH2:23][CH2:24][CH2:25][CH2:26]1)=[O:21])([O-:3])=[O:2]. The catalyst class is: 45. (3) Reactant: [OH:1][C:2]1[CH:11]=[CH:10][C:5]([C:6]([O:8][CH3:9])=[O:7])=[CH:4][C:3]=1[O:12][CH3:13].Br[CH2:15][CH2:16][CH2:17][Cl:18].C(=O)([O-])[O-].[K+].[K+]. Product: [Cl:18][CH2:17][CH2:16][CH2:15][O:1][C:2]1[CH:11]=[CH:10][C:5]([C:6]([O:8][CH3:9])=[O:7])=[CH:4][C:3]=1[O:12][CH3:13]. The catalyst class is: 5. (4) Reactant: Br[CH2:2][C:3](=O)[CH2:4][C:5]([N:7]1[C:15]2[C:10](=[CH:11][C:12]([NH:16][C:17]([C:19]3[C:20]([C:25]4[CH:30]=[CH:29][C:28]([CH3:31])=[CH:27][CH:26]=4)=[CH:21][CH:22]=[CH:23][CH:24]=3)=[O:18])=[CH:13][CH:14]=2)[CH2:9][CH2:8]1)=[O:6].[NH2:33][C:34]([NH:36][C:37]([NH2:39])=[NH:38])=[S:35].C(OCC)(=O)C.C(=O)([O-])[O-].[K+].[K+]. Product: [NH2:39][C:37]([NH:36][C:34]1[S:35][CH:2]=[C:3]([CH2:4][C:5]([N:7]2[C:15]3[C:10](=[CH:11][C:12]([NH:16][C:17]([C:19]4[C:20]([C:25]5[CH:30]=[CH:29][C:28]([CH3:31])=[CH:27][CH:26]=5)=[CH:21][CH:22]=[CH:23][CH:24]=4)=[O:18])=[CH:13][CH:14]=3)[CH2:9][CH2:8]2)=[O:6])[N:33]=1)=[NH:38]. The catalyst class is: 40. (5) Reactant: [Li+].[OH-].[C:3]1([CH2:9][O:10][C:11]2[CH:20]=[CH:19][C:18]([C:21]([N:23]3[CH2:28][CH2:27][CH2:26][CH2:25][CH2:24]3)=[O:22])=[CH:17][C:12]=2[C:13]([O:15]C)=[O:14])[CH:8]=[CH:7][CH:6]=[CH:5][CH:4]=1.Cl. Product: [C:3]1([CH2:9][O:10][C:11]2[CH:20]=[CH:19][C:18]([C:21]([N:23]3[CH2:24][CH2:25][CH2:26][CH2:27][CH2:28]3)=[O:22])=[CH:17][C:12]=2[C:13]([OH:15])=[O:14])[CH:4]=[CH:5][CH:6]=[CH:7][CH:8]=1. The catalyst class is: 132. (6) The catalyst class is: 2. Reactant: [CH3:1][C:2]1[CH:3]=[CH:4][C:5]([C:8](=O)[CH3:9])=[N:6][CH:7]=1.[C:11]([O:15][C:16](=[O:23])[NH:17][CH2:18][CH2:19][CH2:20][CH2:21][NH2:22])([CH3:14])([CH3:13])[CH3:12].[BH-](OC(C)=O)(OC(C)=O)OC(C)=O.[Na+]. Product: [C:11]([O:15][C:16](=[O:23])[NH:17][CH2:18][CH2:19][CH2:20][CH2:21][NH:22][CH:8]([C:5]1[CH:4]=[CH:3][C:2]([CH3:1])=[CH:7][N:6]=1)[CH3:9])([CH3:14])([CH3:12])[CH3:13]. (7) Reactant: [CH3:1][C:2]1([CH3:16])[O:6][CH:5]([CH2:7][O:8][C:9]2[CH:14]=[CH:13][N:12]=[C:11]([NH2:15])[CH:10]=2)[CH2:4][O:3]1.C(O)C.Cl[CH:21]([CH:27]=O)[C:22]([O:24][CH2:25][CH3:26])=[O:23].C(=O)(O)[O-].[Na+]. The catalyst class is: 13. Product: [CH3:1][C:2]1([CH3:16])[O:6][CH:5]([CH2:7][O:8][C:9]2[CH:14]=[CH:13][N:12]3[C:21]([C:22]([O:24][CH2:25][CH3:26])=[O:23])=[CH:27][N:15]=[C:11]3[CH:10]=2)[CH2:4][O:3]1. (8) The catalyst class is: 66. Reactant: [CH2:1]([C@H:8]1[CH2:12][O:11][C:10](=[O:13])[N:9]1[C:14](=[O:19])[CH2:15][O:16][CH2:17][CH3:18])[C:2]1[CH:7]=[CH:6][CH:5]=[CH:4][CH:3]=1.[CH2:20]([O:27][C:28]1[CH:35]=[CH:34][C:31]([CH:32]=[O:33])=[C:30]([CH2:36][CH3:37])[CH:29]=1)[C:21]1[CH:26]=[CH:25][CH:24]=[CH:23][CH:22]=1.[O-]S(C(F)(F)F)(=O)=O.C([B+]CCCC)CCC. Product: [CH2:1]([C@H:8]1[CH2:12][O:11][C:10](=[O:13])[N:9]1[C:14](=[O:19])[C@@H:15]([O:16][CH2:17][CH3:18])[C@@H:32]([C:31]1[CH:34]=[CH:35][C:28]([O:27][CH2:20][C:21]2[CH:26]=[CH:25][CH:24]=[CH:23][CH:22]=2)=[CH:29][C:30]=1[CH2:36][CH3:37])[OH:33])[C:2]1[CH:3]=[CH:4][CH:5]=[CH:6][CH:7]=1.